This data is from Catalyst prediction with 721,799 reactions and 888 catalyst types from USPTO. The task is: Predict which catalyst facilitates the given reaction. (1) Reactant: [Cl:1][C:2]1[CH:8]=[CH:7][C:5]([NH2:6])=[CH:4][CH:3]=1.[N+:9]([O-:12])([OH:11])=[O:10].[N:13]#[C:14][NH2:15]. Product: [N+:9]([O-:12])([OH:11])=[O:10].[Cl:1][C:2]1[CH:8]=[CH:7][C:5]([NH:6][C:14]([NH2:15])=[NH:13])=[CH:4][CH:3]=1. The catalyst class is: 14. (2) Reactant: C(OC(=O)[NH:7][C:8]1[CH:13]=[CH:12][C:11]([NH:14][C:15]2[CH:20]=[C:19]([C:21]3[CH:26]=[CH:25][C:24]([F:27])=[CH:23][CH:22]=3)[N:18]=[CH:17][N:16]=2)=[CH:10][CH:9]=1)(C)(C)C.Cl. Product: [F:27][C:24]1[CH:23]=[CH:22][C:21]([C:19]2[N:18]=[CH:17][N:16]=[C:15]([NH:14][C:11]3[CH:12]=[CH:13][C:8]([NH2:7])=[CH:9][CH:10]=3)[CH:20]=2)=[CH:26][CH:25]=1. The catalyst class is: 12.